Dataset: Full USPTO retrosynthesis dataset with 1.9M reactions from patents (1976-2016). Task: Predict the reactants needed to synthesize the given product. (1) Given the product [CH3:1][O:2][C:3](=[O:20])[CH2:4][CH:5]1[CH2:6][CH2:7][N:8]([C:11]2[CH:16]=[CH:15][C:14]([NH2:17])=[CH:13][N:12]=2)[CH2:9][CH2:10]1, predict the reactants needed to synthesize it. The reactants are: [CH3:1][O:2][C:3](=[O:20])[CH2:4][CH:5]1[CH2:10][CH2:9][N:8]([C:11]2[CH:16]=[CH:15][C:14]([N+:17]([O-])=O)=[CH:13][N:12]=2)[CH2:7][CH2:6]1. (2) Given the product [CH3:12][C:7]1([CH3:13])[CH2:6][CH2:5][C:4]2[C:9](=[CH:10][CH:11]=[C:2]([CH:16]=[O:17])[CH:3]=2)[O:8]1, predict the reactants needed to synthesize it. The reactants are: Br[C:2]1[CH:3]=[C:4]2[C:9](=[CH:10][CH:11]=1)[O:8][C:7]([CH3:13])([CH3:12])[CH2:6][CH2:5]2.C1C[O:17][CH2:16]C1.[Li]CCCC.CN(C=O)C. (3) Given the product [C:20]([Si:23]([O:13][CH2:12][C:4]1[CH:5]=[CH:6][C:7]([N+:9]([O-:11])=[O:10])=[CH:8][C:3]=1[O:2][CH3:1])([CH3:25])[CH3:24])([CH3:22])([CH3:21])[CH3:19], predict the reactants needed to synthesize it. The reactants are: [CH3:1][O:2][C:3]1[CH:8]=[C:7]([N+:9]([O-:11])=[O:10])[CH:6]=[CH:5][C:4]=1[CH2:12][OH:13].N1C=CN=C1.[CH3:19][C:20]([Si:23](Cl)([CH3:25])[CH3:24])([CH3:22])[CH3:21]. (4) Given the product [Cl:22][C:19]1[CH:18]=[CH:17][C:16]([C:15]#[C:14][C:11]2[CH:12]=[CH:13][C:8]3[N:7]=[C:30]([C:32]4[CH:33]=[C:34]([CH:37]=[CH:38][CH:39]=4)[C:35]#[N:36])[CH2:29][C:28](=[O:40])[NH:23][C:9]=3[CH:10]=2)=[CH:21][CH:20]=1, predict the reactants needed to synthesize it. The reactants are: C(OC(=O)[NH:7][C:8]1[CH:13]=[CH:12][C:11]([C:14]#[C:15][C:16]2[CH:21]=[CH:20][C:19]([Cl:22])=[CH:18][CH:17]=2)=[CH:10][C:9]=1[NH2:23])(C)(C)C.CC1(C)O[C:30]([C:32]2[CH:33]=[C:34]([CH:37]=[CH:38][CH:39]=2)[C:35]#[N:36])=[CH:29][C:28](=[O:40])O1.C(O)(C(F)(F)F)=O. (5) Given the product [OH:8][C:9]1[CH:14]=[CH:13][C:12]([C:15](=[O:22])[CH2:16][CH2:17][C:26]2[S:30][C:29]([C:31]3[CH:32]=[CH:33][C:34]([C:37]([F:40])([F:39])[F:38])=[CH:35][CH:36]=3)=[N:28][C:27]=2[CH:41]([CH3:43])[CH3:42])=[CH:11][C:10]=1[CH3:23], predict the reactants needed to synthesize it. The reactants are: C([O:8][C:9]1[CH:14]=[CH:13][C:12]([C:15](=[O:22])[CH2:16][C:17](OCC)=O)=[CH:11][C:10]=1[CH3:23])C1C=CC=CC=1.ClC[C:26]1[S:30][C:29]([C:31]2[CH:36]=[CH:35][C:34]([C:37]([F:40])([F:39])[F:38])=[CH:33][CH:32]=2)=[N:28][C:27]=1[CH:41]([CH3:43])[CH3:42]. (6) Given the product [F:1][C:2]([F:7])([F:6])[C:3]([OH:5])=[O:4].[CH2:8]([S:10]([N:13]1[CH2:18][CH2:17][CH:16]([C:19]2[C:27]3[C:22](=[C:23]([C:43]([NH2:45])=[O:44])[CH:24]=[C:25]([C:28]4[CH:33]=[C:32]([CH2:34][NH:35][CH2:36][CH2:37][O:38][CH3:39])[CH:31]=[C:30]([F:42])[CH:29]=4)[CH:26]=3)[NH:21][CH:20]=2)[CH2:15][CH2:14]1)(=[O:11])=[O:12])[CH3:9], predict the reactants needed to synthesize it. The reactants are: [F:1][C:2]([F:7])([F:6])[C:3]([OH:5])=[O:4].[CH2:8]([S:10]([N:13]1[CH2:18][CH2:17][CH:16]([C:19]2[C:27]3[C:22](=[C:23]([C:43]([NH2:45])=[O:44])[CH:24]=[C:25]([C:28]4[CH:33]=[C:32]([CH2:34][NH:35][CH2:36][C@@H:37]5CC[CH2:39][O:38]5)[CH:31]=[C:30]([F:42])[CH:29]=4)[CH:26]=3)[NH:21][CH:20]=2)[CH2:15][CH2:14]1)(=[O:12])=[O:11])[CH3:9].O1CCC[C@H]1CN.